From a dataset of Catalyst prediction with 721,799 reactions and 888 catalyst types from USPTO. Predict which catalyst facilitates the given reaction. Reactant: [CH3:1][NH:2][C:3]1[C:8]([NH2:9])=[CH:7][C:6]([C:10]([F:13])([F:12])[F:11])=[CH:5][N:4]=1.[F:14][C:15]1[CH:23]=[N:22][CH:21]=[CH:20][C:16]=1[C:17](O)=O.CCN=C=NCCCN(C)C.N1C=CC=CC=1. Product: [F:14][C:15]1[CH:23]=[N:22][CH:21]=[CH:20][C:16]=1[C:17]1[N:2]([CH3:1])[C:3]2=[N:4][CH:5]=[C:6]([C:10]([F:11])([F:12])[F:13])[CH:7]=[C:8]2[N:9]=1. The catalyst class is: 6.